This data is from Catalyst prediction with 721,799 reactions and 888 catalyst types from USPTO. The task is: Predict which catalyst facilitates the given reaction. (1) The catalyst class is: 18. Product: [C:27]([C:16]1([C:6]2[C:7]3[C:11]4[CH:12]=[CH:13][CH:14]=[CH:15][C:10]=4[O:9][C:8]=3[C:3]([O:2][CH3:1])=[CH:4][CH:5]=2)[CH2:25][CH2:24][C:23]2[N:22]=[CH:21][N:20]([CH2:30][C:31]([O:33][CH2:34][CH3:35])=[O:32])[C:19](=[O:26])[C:18]=2[CH2:17]1)#[N:28]. Reactant: [CH3:1][O:2][C:3]1[C:8]2[O:9][C:10]3[CH:15]=[CH:14][CH:13]=[CH:12][C:11]=3[C:7]=2[C:6]([C:16]2([C:27]#[N:28])[CH2:25][CH2:24][C:23]3[N:22]=[CH:21][NH:20][C:19](=[O:26])[C:18]=3[CH2:17]2)=[CH:5][CH:4]=1.Br[CH2:30][C:31]([O:33][CH2:34][CH3:35])=[O:32].C(=O)([O-])[O-].[Cs+].[Cs+]. (2) Reactant: [CH3:1][C:2]([O:5][C@H:6]([CH3:32])[C@@H:7]([C:28]([O:30][CH3:31])=[O:29])[NH:8][C:9]([C:11]1[CH:16]=[CH:15][C:14]([C:17]2[CH:22]=[CH:21][C:20]([O:23][CH3:24])=[CH:19][CH:18]=2)=[CH:13][C:12]=1[N+:25]([O-])=O)=[O:10])([CH3:4])[CH3:3]. Product: [NH2:25][C:12]1[CH:13]=[C:14]([C:17]2[CH:18]=[CH:19][C:20]([O:23][CH3:24])=[CH:21][CH:22]=2)[CH:15]=[CH:16][C:11]=1[C:9]([NH:8][C@H:7]([C:28]([O:30][CH3:31])=[O:29])[C@@H:6]([CH3:32])[O:5][C:2]([CH3:3])([CH3:4])[CH3:1])=[O:10]. The catalyst class is: 63. (3) Reactant: [H-].[Na+].[CH2:3]([C:5]([C:27]1[CH:32]=[CH:31][C:30]([OH:33])=[C:29]([CH3:34])[CH:28]=1)([C:8]1[CH:13]=[CH:12][C:11](/[CH:14]=[CH:15]/[C:16]([OH:25])([C:21]([F:24])([F:23])[F:22])[C:17]([F:20])([F:19])[F:18])=[C:10]([CH3:26])[CH:9]=1)[CH2:6][CH3:7])[CH3:4].[CH3:35][O:36][CH2:37]Cl.[Cl-].[NH4+]. Product: [CH2:3]([C:5]([C:27]1[CH:32]=[CH:31][C:30]([OH:33])=[C:29]([CH3:34])[CH:28]=1)([C:8]1[CH:13]=[CH:12][C:11](/[CH:14]=[CH:15]/[C:16]([O:25][CH2:35][O:36][CH3:37])([C:21]([F:22])([F:23])[F:24])[C:17]([F:20])([F:19])[F:18])=[C:10]([CH3:26])[CH:9]=1)[CH2:6][CH3:7])[CH3:4]. The catalyst class is: 9. (4) Reactant: [N:1]1[C:5]2[CH:6]=[CH:7][CH:8]=[CH:9][C:4]=2[NH:3][C:2]=1[CH2:10][C:11]#[N:12].[C:13]([C:15]1[CH:16]=[C:17]([CH:21]([C:26](=O)[CH3:27])[C:22](OC)=[O:23])[CH:18]=[CH:19][CH:20]=1)#[N:14].C([O-])(=O)C.[NH4+]. Product: [C:13]([C:15]1[CH:16]=[C:17]([CH:21]2[C:22](=[O:23])[N:1]3[C:5]4[CH:6]=[CH:7][CH:8]=[CH:9][C:4]=4[N:3]=[C:2]3[C:10]([C:11]#[N:12])=[C:26]2[CH3:27])[CH:18]=[CH:19][CH:20]=1)#[N:14]. The catalyst class is: 147. (5) Reactant: [Cl:1][C:2]1[CH:7]=[CH:6][C:5]([CH:8]([CH:21]2[CH2:23][CH2:22]2)[C:9]2[C:17]3[C:12](=[C:13]([CH2:18][S:19][CH3:20])[CH:14]=[CH:15][CH:16]=3)[NH:11][CH:10]=2)=[CH:4][CH:3]=1.ClCCl.ClC1C=CC=C(C(OO)=[O:35])C=1. Product: [Cl:1][C:2]1[CH:7]=[CH:6][C:5]([CH:8]([CH:21]2[CH2:23][CH2:22]2)[C:9]2[C:17]3[C:12](=[C:13]([CH2:18][S:19]([CH3:20])=[O:35])[CH:14]=[CH:15][CH:16]=3)[NH:11][CH:10]=2)=[CH:4][CH:3]=1. The catalyst class is: 5. (6) Reactant: [Cl:1][CH2:2][C:3](Cl)=[O:4].[CH3:6][CH:7]([CH3:10])[CH2:8][OH:9].N1C=CC=CC=1. Product: [Cl:1][CH2:2][C:3]([O:9][CH2:8][CH:7]([CH3:10])[CH3:6])=[O:4]. The catalyst class is: 27. (7) Reactant: [CH3:1][C:2]1[C:7]([C:8]([F:11])([F:10])[F:9])=[CH:6][CH:5]=[CH:4][C:3]=1[CH2:12][NH:13][C:14]1[N:15]=[C:16]([N:22]2[CH2:27][CH2:26][O:25][CH2:24][CH2:23]2)[S:17][C:18]=1[C:19]([NH2:21])=[O:20].[O:28]([CH2:35][C:36](Cl)=O)[C:29]1[CH:34]=[CH:33][CH:32]=[CH:31][CH:30]=1. Product: [CH3:1][C:2]1[C:7]([C:8]([F:9])([F:10])[F:11])=[CH:6][CH:5]=[CH:4][C:3]=1[CH2:12][N:13]1[C:14]2[N:15]=[C:16]([N:22]3[CH2:23][CH2:24][O:25][CH2:26][CH2:27]3)[S:17][C:18]=2[C:19](=[O:20])[N:21]=[C:36]1[CH2:35][O:28][C:29]1[CH:34]=[CH:33][CH:32]=[CH:31][CH:30]=1. The catalyst class is: 7. (8) Reactant: [O:1]1[CH2:6][CH2:5][CH2:4][CH2:3][CH:2]1[O:7][CH2:8][CH2:9][C:10]([O:12]CC1C=CC=CC=1)=O.[CH3:20][CH2:21][Mg+].[Br-]. Product: [O:1]1[CH2:6][CH2:5][CH2:4][CH2:3][CH:2]1[O:7][CH2:8][CH2:9][C:10]1([OH:12])[CH2:21][CH2:20]1. The catalyst class is: 1. (9) Reactant: [CH2:1]([O:3][C:4]1[C:8]([CH2:9][CH2:10][CH2:11][OH:12])=[CH:7][N:6]([C:13]2[CH:18]=[C:17]([C:19]([F:22])([F:21])[F:20])[CH:16]=[CH:15][N:14]=2)[N:5]=1)[CH3:2].[CH2:23]([O:25][C:26]1[CH:31]=[C:30](O)[CH:29]=[CH:28][C:27]=1[CH2:33][CH2:34][C:35]([O:37][CH3:38])=[O:36])[CH3:24].C(P(CCCC)CCCC)CCC.N(C(N1CCCCC1)=O)=NC(N1CCCCC1)=O. Product: [CH2:23]([O:25][C:26]1[CH:31]=[C:30]([O:12][CH2:11][CH2:10][CH2:9][C:8]2[C:4]([O:3][CH2:1][CH3:2])=[N:5][N:6]([C:13]3[CH:18]=[C:17]([C:19]([F:21])([F:20])[F:22])[CH:16]=[CH:15][N:14]=3)[CH:7]=2)[CH:29]=[CH:28][C:27]=1[CH2:33][CH2:34][C:35]([O:37][CH3:38])=[O:36])[CH3:24]. The catalyst class is: 7. (10) Reactant: [C:1]([O:5][C:6]([N:8]1[CH2:13][CH:12]=[C:11](OS(C(F)(F)F)(=O)=O)[CH:10]([CH3:22])[CH2:9]1)=[O:7])([CH3:4])([CH3:3])[CH3:2].[CH3:23][C@H:24]1[N:37]2[C:28]([CH2:29][O:30][C:31]3[C:36]2=[CH:35][C:34](B2OC(C)(C)C(C)(C)O2)=[CH:33][CH:32]=3)=[N:27][NH:26][C:25]1=[O:47].[O-]P([O-])([O-])=O.[K+].[K+].[K+]. Product: [C:1]([O:5][C:6]([N:8]1[CH2:13][CH:12]=[C:11]([C:34]2[CH:35]=[C:36]3[C:31](=[CH:32][CH:33]=2)[O:30][CH2:29][C:28]2[N:37]3[C@H:24]([CH3:23])[C:25](=[O:47])[NH:26][N:27]=2)[CH:10]([CH3:22])[CH2:9]1)=[O:7])([CH3:4])([CH3:3])[CH3:2]. The catalyst class is: 339.